Task: Predict which catalyst facilitates the given reaction.. Dataset: Catalyst prediction with 721,799 reactions and 888 catalyst types from USPTO (1) Reactant: [F:1][C:2]([F:29])([F:28])[C@@:3]([CH2:18][S@:19]([C:21]1[CH:26]=[CH:25][C:24]([CH3:27])=[CH:23][CH:22]=1)=O)([OH:17])[CH2:4][C:5]([C:8]1[CH:13]=[C:12]([F:14])[CH:11]=[CH:10][C:9]=1[O:15][CH3:16])([CH3:7])[CH3:6].[I-].[Na+].FC(F)(F)C(OC(=O)C(F)(F)F)=O. Product: [F:29][C:2]([F:1])([F:28])[C@@:3]([CH2:18][S:19][C:21]1[CH:22]=[CH:23][C:24]([CH3:27])=[CH:25][CH:26]=1)([OH:17])[CH2:4][C:5]([C:8]1[CH:13]=[C:12]([F:14])[CH:11]=[CH:10][C:9]=1[O:15][CH3:16])([CH3:7])[CH3:6]. The catalyst class is: 21. (2) Reactant: [OH:1][C:2]1[CH:7]=[CH:6][C:5]([C@@H:8]([C:15]#[C:16][CH3:17])[CH2:9][C:10]([O:12][CH2:13][CH3:14])=[O:11])=[CH:4][CH:3]=1.C([O-])([O-])=O.[Cs+].[Cs+].Cl[CH2:25][C:26]1[CH:27]=[CH:28][C:29]2[N:30]([N:32]=[C:33]([C:35]3[C:40]([CH3:41])=[CH:39][CH:38]=[CH:37][C:36]=3[CH3:42])[N:34]=2)[CH:31]=1. Product: [CH3:41][C:40]1[CH:39]=[CH:38][CH:37]=[C:36]([CH3:42])[C:35]=1[C:33]1[N:34]=[C:29]2[CH:28]=[CH:27][C:26]([CH2:25][O:1][C:2]3[CH:3]=[CH:4][C:5]([C@@H:8]([C:15]#[C:16][CH3:17])[CH2:9][C:10]([O:12][CH2:13][CH3:14])=[O:11])=[CH:6][CH:7]=3)=[CH:31][N:30]2[N:32]=1. The catalyst class is: 3. (3) Reactant: Br[C:2]1[CH:7]=[CH:6][C:5]([CH:8]2[N:12]([C:13]3[CH:18]=[CH:17][C:16]([C:19]([CH3:22])([CH3:21])[CH3:20])=[CH:15][CH:14]=3)[CH:11]([C:23]3[CH:24]=[CH:25][C:26]4[N:30]=[C:29]([C@@H:31]5[CH2:35][CH2:34][CH2:33][N:32]5[C:36](=[O:46])[C@@H:37]([NH:41][C:42](=[O:45])[O:43][CH3:44])[CH:38]([CH3:40])[CH3:39])[NH:28][C:27]=4[CH:47]=3)[CH2:10][CH2:9]2)=[CH:4][CH:3]=1.[B:48]1([B:48]2[O:52][C:51]([CH3:54])([CH3:53])[C:50]([CH3:56])([CH3:55])[O:49]2)[O:52][C:51]([CH3:54])([CH3:53])[C:50]([CH3:56])([CH3:55])[O:49]1.C([O-])(=O)C.[K+]. Product: [C:19]([C:16]1[CH:17]=[CH:18][C:13]([N:12]2[CH:8]([C:5]3[CH:6]=[CH:7][C:2]([B:48]4[O:52][C:51]([CH3:54])([CH3:53])[C:50]([CH3:56])([CH3:55])[O:49]4)=[CH:3][CH:4]=3)[CH2:9][CH2:10][CH:11]2[C:23]2[CH:24]=[CH:25][C:26]3[N:30]=[C:29]([C@@H:31]4[CH2:35][CH2:34][CH2:33][N:32]4[C:36](=[O:46])[C@@H:37]([NH:41][C:42](=[O:45])[O:43][CH3:44])[CH:38]([CH3:40])[CH3:39])[NH:28][C:27]=3[CH:47]=2)=[CH:14][CH:15]=1)([CH3:21])([CH3:20])[CH3:22]. The catalyst class is: 308. (4) Reactant: [N+:1]([C:4]1[CH:5]=[C:6]([CH:10]=[CH:11][CH:12]=1)[C:7]([OH:9])=[O:8])([O-:3])=[O:2].[N+](=[CH2:15])=[N-].CO. Product: [N+:1]([C:4]1[CH:5]=[C:6]([CH:10]=[CH:11][CH:12]=1)[C:7]([O:9][CH3:15])=[O:8])([O-:3])=[O:2]. The catalyst class is: 11. (5) Reactant: [CH2:1]([NH:13][C:14](=[O:35])[C:15]1[CH:20]=[CH:19][C:18]([CH2:21][NH:22][CH:23]([C:25]2[C:34]3[C:29](=[CH:30][CH:31]=[CH:32][CH:33]=3)[CH:28]=[CH:27][CH:26]=2)[CH3:24])=[CH:17][CH:16]=1)[CH2:2][CH2:3][CH2:4][CH2:5][CH2:6][CH2:7][CH2:8][CH2:9][CH2:10][CH2:11][CH3:12].CCN(C(C)C)C(C)C.[CH2:45]([O:47][C:48](=[O:52])[C:49](Cl)=[O:50])[CH3:46]. Product: [CH2:45]([O:47][C:48](=[O:52])[C:49]([N:22]([CH2:21][C:18]1[CH:17]=[CH:16][C:15]([C:14]([NH:13][CH2:1][CH2:2][CH2:3][CH2:4][CH2:5][CH2:6][CH2:7][CH2:8][CH2:9][CH2:10][CH2:11][CH3:12])=[O:35])=[CH:20][CH:19]=1)[CH:23]([C:25]1[C:34]2[C:29](=[CH:30][CH:31]=[CH:32][CH:33]=2)[CH:28]=[CH:27][CH:26]=1)[CH3:24])=[O:50])[CH3:46]. The catalyst class is: 2. (6) Reactant: [NH2:1][CH:2]1[CH2:7][CH2:6][N:5]([C:8](=[O:25])/[CH:9]=[CH:10]/[C:11]2[CH:16]=[CH:15][C:14]([Cl:17])=[CH:13][C:12]=2[CH2:18][N:19]2[N:23]=[N:22][C:21]([CH3:24])=[N:20]2)[CH2:4][CH2:3]1.[NH:26]1[CH:30]=[C:29]([CH2:31][CH2:32][CH2:33][C:34](O)=[O:35])[N:28]=[N:27]1.CCN(C(C)C)C(C)C.C(P1(=O)OP(CCC)(=O)OP(CCC)(=O)O1)CC. Product: [Cl:17][C:14]1[CH:15]=[CH:16][C:11](/[CH:10]=[CH:9]/[C:8]([N:5]2[CH2:4][CH2:3][CH:2]([NH:1][C:34](=[O:35])[CH2:33][CH2:32][CH2:31][C:29]3[N:28]=[N:27][NH:26][CH:30]=3)[CH2:7][CH2:6]2)=[O:25])=[C:12]([CH2:18][N:19]2[N:23]=[N:22][C:21]([CH3:24])=[N:20]2)[CH:13]=1. The catalyst class is: 31.